Dataset: Reaction yield outcomes from USPTO patents with 853,638 reactions. Task: Predict the reaction yield, written as a fraction of the theoretical maximum amount of product (1.0 means a 100% yield; for example, 0.34 means a 34% yield). (1) The reactants are O=P(Cl)(Cl)Cl.[CH3:6][C:7]1[NH:8][C:9]2[C:14]([CH:15]=1)=[CH:13][CH:12]=[CH:11][CH:10]=2.[OH-].[Na+].CN([CH:21]=[O:22])C. No catalyst specified. The product is [CH3:6][C:7]1[NH:8][C:9]2[C:14]([C:15]=1[CH:21]=[O:22])=[CH:13][CH:12]=[CH:11][CH:10]=2. The yield is 0.890. (2) The reactants are OS(O)(=O)=O.O[C:7]1([CH:11]([CH3:17])[C:12]([O:14][CH2:15][CH3:16])=[O:13])[CH2:10][CH2:9][CH2:8]1.[OH-:18].[Na+].[C:20](#[N:27])[C:21]1[CH:26]=[CH:25][CH:24]=[CH:23][CH:22]=1. No catalyst specified. The product is [C:20]([NH:27][C:7]1([CH:11]([CH3:17])[C:12]([O:14][CH2:15][CH3:16])=[O:13])[CH2:10][CH2:9][CH2:8]1)(=[O:18])[C:21]1[CH:26]=[CH:25][CH:24]=[CH:23][CH:22]=1. The yield is 0.460. (3) The reactants are [S-:1][C:2]#[N:3].[NH4+].Cl.[CH3:6][O:7][C:8]([C:10]1[CH:11]=[C:12]2[C:17](=[CH:18][CH:19]=1)[CH2:16][NH:15][CH2:14][CH2:13]2)=[O:9].C1COCC1. The catalyst is CCOC(C)=O. The product is [NH2:3][C:2]([N:15]1[CH2:14][CH2:13][C:12]2[C:17](=[CH:18][CH:19]=[C:10]([C:8]([O:7][CH3:6])=[O:9])[CH:11]=2)[CH2:16]1)=[S:1]. The yield is 0.470.